Dataset: Full USPTO retrosynthesis dataset with 1.9M reactions from patents (1976-2016). Task: Predict the reactants needed to synthesize the given product. (1) Given the product [CH2:1]([N:8]([CH2:9][C@@H:10]([C:19]1[CH:20]=[CH:21][C:22]([Cl:37])=[C:23]([N:25]([C:26]([O:27][C:28]([CH3:29])([CH3:30])[CH3:31])=[O:32])[S:33]([CH3:36])(=[O:34])=[O:35])[CH:24]=1)[O:11][Si:12]([CH2:15][CH3:16])([CH2:13][CH3:14])[CH2:17][CH3:18])[CH2:38][CH2:39][O:40][C:66]1[CH:71]=[C:70]2[C:69]([C:42]([CH2:41][CH3:47])=[N:108][N:72]2[C:73]([O:74][C:75]([CH3:76])([CH3:77])[CH3:78])=[O:79])=[CH:68][CH:67]=1)[C:2]1[CH:7]=[CH:6][CH:5]=[CH:4][CH:3]=1, predict the reactants needed to synthesize it. The reactants are: [CH2:1]([N:8]([CH2:38][CH2:39][OH:40])[CH2:9][C@@H:10]([C:19]1[CH:20]=[CH:21][C:22]([Cl:37])=[C:23]([N:25]([S:33]([CH3:36])(=[O:35])=[O:34])[C:26](=[O:32])[O:27][C:28]([CH3:31])([CH3:30])[CH3:29])[CH:24]=1)[O:11][Si:12]([CH2:17][CH3:18])([CH2:15][CH3:16])[CH2:13][CH3:14])[C:2]1[CH:7]=[CH:6][CH:5]=[CH:4][CH:3]=1.[C:41]1([CH3:47])C=CC=C[CH:42]=1.C(N(CCO)C[C@@H]([C:66]1[CH:67]=[CH:68][C:69](Cl)=[C:70]([N:72](S(C)(=O)=O)[C:73](=[O:79])[O:74][C:75]([CH3:78])([CH3:77])[CH3:76])[CH:71]=1)O[Si](CC)(CC)CC)C1C=CC=CC=1.C1(P(C2C=CC=CC=2)C2C=CC=CC=2)C=CC=CC=1.C[N:108](C(/N=N/C(N(C)C)=O)=O)C. (2) Given the product [CH:10]1([N:9]([CH:16]2[CH2:21][CH2:20][CH2:19][CH2:18][CH2:17]2)[C:8]([NH:7][C:5]2[S:6][C:2]([S:23][C:24]3[N:25]([CH3:29])[CH:26]=[CH:27][N:28]=3)=[CH:3][N:4]=2)=[O:22])[CH2:15][CH2:14][CH2:13][CH2:12][CH2:11]1, predict the reactants needed to synthesize it. The reactants are: Br[C:2]1[S:6][C:5]([NH:7][C:8](=[O:22])[N:9]([CH:16]2[CH2:21][CH2:20][CH2:19][CH2:18][CH2:17]2)[CH:10]2[CH2:15][CH2:14][CH2:13][CH2:12][CH2:11]2)=[N:4][CH:3]=1.[SH:23][C:24]1[N:25]([CH3:29])[CH:26]=[CH:27][N:28]=1. (3) Given the product [CH2:1]([O:8][C:9]1[CH:14]=[C:13]([O:15][CH2:16][C:17]2[CH:22]=[CH:21][CH:20]=[CH:19][CH:18]=2)[C:12]([Cl:23])=[CH:11][C:10]=1[C:24]1[O:28][N:27]=[C:26]([CH3:29])[C:25]=1[C:37]1[CH:38]=[C:33]([CH:34]=[CH:35][CH:36]=1)[CH:31]=[O:32])[C:2]1[CH:7]=[CH:6][CH:5]=[CH:4][CH:3]=1, predict the reactants needed to synthesize it. The reactants are: [CH2:1]([O:8][C:9]1[CH:14]=[C:13]([O:15][CH2:16][C:17]2[CH:22]=[CH:21][CH:20]=[CH:19][CH:18]=2)[C:12]([Cl:23])=[CH:11][C:10]=1[C:24]1[O:28][N:27]=[C:26]([CH3:29])[C:25]=1I)[C:2]1[CH:7]=[CH:6][CH:5]=[CH:4][CH:3]=1.[CH:31]([C:33]1[CH:34]=[C:35](B(O)O)[CH:36]=[CH:37][CH:38]=1)=[O:32].C(=O)([O-])O.[Na+]. (4) Given the product [Cl:28][C:24]1[CH:25]=[CH:26][CH:27]=[C:2]([Cl:1])[C:3]=1[C:4]([NH:6][C:7]1[CH:12]=[CH:11][N:10]=[C:9]([NH:13][C:14]2[CH:19]=[C:18]([CH:20]([CH3:22])[CH3:21])[N:17]=[C:16]([N:45]3[CH2:46][CH2:47][N:42]([S:39]([CH3:38])(=[O:41])=[O:40])[CH2:43][CH2:44]3)[N:15]=2)[CH:8]=1)=[O:5], predict the reactants needed to synthesize it. The reactants are: [Cl:1][C:2]1[CH:27]=[CH:26][CH:25]=[C:24]([Cl:28])[C:3]=1[C:4]([NH:6][C:7]1[CH:12]=[CH:11][N:10]=[C:9]([NH:13][C:14]2[CH:19]=[C:18]([CH:20]([CH3:22])[CH3:21])[N:17]=[C:16](Cl)[N:15]=2)[CH:8]=1)=[O:5].C(N(C(C)C)CC)(C)C.[CH3:38][S:39]([N:42]1[CH2:47][CH2:46][NH:45][CH2:44][CH2:43]1)(=[O:41])=[O:40]. (5) Given the product [C:29]([C:26]1[CH:25]=[CH:24][C:23]([S:20]([N:7]2[C:6]3[C:33]([CH3:34])=[C:2]([S:36]([CH3:35])(=[O:38])=[O:37])[CH:3]=[CH:4][C:5]=3[NH:11][C:10]3[N:12]=[C:13]([C:16]([F:17])([F:18])[F:19])[CH:14]=[CH:15][C:9]=3[CH2:8]2)(=[O:21])=[O:22])=[CH:28][CH:27]=1)([CH3:32])([CH3:30])[CH3:31], predict the reactants needed to synthesize it. The reactants are: Br[C:2]1[CH:3]=[CH:4][C:5]2[NH:11][C:10]3[N:12]=[C:13]([C:16]([F:19])([F:18])[F:17])[CH:14]=[CH:15][C:9]=3[CH2:8][N:7]([S:20]([C:23]3[CH:28]=[CH:27][C:26]([C:29]([CH3:32])([CH3:31])[CH3:30])=[CH:25][CH:24]=3)(=[O:22])=[O:21])[C:6]=2[C:33]=1[CH3:34].[CH3:35][S:36]([O-:38])=[O:37].[Na+].CNCCNC.CS(C)=O. (6) Given the product [C:1]([O:5][C:6]([N:8]1[CH2:12][CH2:11][C@H:10]([O:13][Si:14]([C:17]([CH3:20])([CH3:19])[CH3:18])([CH3:16])[CH3:15])[C@:9]1([CH2:22][OH:23])[CH3:21])=[O:7])([CH3:4])([CH3:3])[CH3:2], predict the reactants needed to synthesize it. The reactants are: [C:1]([O:5][C:6]([N:8]1[CH2:12][CH2:11][C@@H:10]([O:13][Si:14]([C:17]([CH3:20])([CH3:19])[CH3:18])([CH3:16])[CH3:15])[C@@:9]1([CH2:22][OH:23])[CH3:21])=[O:7])([CH3:4])([CH3:3])[CH3:2].ClC1C(C)=C(N=C=O)C=CC=1C#N. (7) Given the product [NH2:35][C:34]1[N:1]([C@H:3]2[CH2:8][N:7]([C:9]([O:11][CH2:12][C:13]3[CH:18]=[CH:17][CH:16]=[CH:15][CH:14]=3)=[O:10])[C@@H:6]([CH3:19])[CH2:5][CH2:4]2)[N:2]=[C:30]([C:27]2[CH:26]=[CH:25][C:24]([O:23][C:22]3[CH:38]=[CH:39][C:40]([F:42])=[CH:41][C:21]=3[F:20])=[CH:29][CH:28]=2)[C:31]=1[C:32]#[N:33], predict the reactants needed to synthesize it. The reactants are: [NH:1]([CH:3]1[CH2:8][N:7]([C:9]([O:11][CH2:12][C:13]2[CH:18]=[CH:17][CH:16]=[CH:15][CH:14]=2)=[O:10])[CH:6]([CH3:19])[CH2:5][CH2:4]1)[NH2:2].[F:20][C:21]1[CH:41]=[C:40]([F:42])[CH:39]=[CH:38][C:22]=1[O:23][C:24]1[CH:29]=[CH:28][C:27]([C:30](OC)=[C:31]([C:34]#[N:35])[C:32]#[N:33])=[CH:26][CH:25]=1.C(N(CC)CC)C.